From a dataset of Reaction yield outcomes from USPTO patents with 853,638 reactions. Predict the reaction yield, written as a fraction of the theoretical maximum amount of product (1.0 means a 100% yield; for example, 0.34 means a 34% yield). (1) The reactants are Cl.[NH2:2][CH:3]1[CH2:8][CH2:7][C:6]([OH:12])([C:9]([OH:11])=[O:10])[CH2:5][CH2:4]1.C(=O)([O-])[O-].[K+].[K+].[Cl:19][C:20]1[CH:25]=[C:24](Cl)[C:23]([N+:27]([O-:29])=[O:28])=[CH:22][N:21]=1.Cl. The catalyst is O1CCOCC1.O. The product is [Cl:19][C:20]1[CH:25]=[C:24]([NH:2][CH:3]2[CH2:8][CH2:7][C:6]([OH:12])([C:9]([OH:11])=[O:10])[CH2:5][CH2:4]2)[C:23]([N+:27]([O-:29])=[O:28])=[CH:22][N:21]=1. The yield is 0.620. (2) The reactants are C1(O[C:8](=[O:21])[NH:9][C:10]2[CH:19]=[CH:18][CH:17]=[C:16]3[C:11]=2[CH:12]=[CH:13][N:14]=[C:15]3[Cl:20])C=CC=CC=1.Cl.[CH2:23]([CH:30]1[C:39]2[C:34](=[CH:35][C:36]([F:40])=[CH:37][CH:38]=2)[CH2:33][CH2:32][CH:31]1[NH2:41])[C:24]1[CH:29]=[CH:28][CH:27]=[CH:26][CH:25]=1.C(=O)(O)[O-].[Na+]. The catalyst is CS(C)=O. The product is [CH2:23]([CH:30]1[C:39]2[C:34](=[CH:35][C:36]([F:40])=[CH:37][CH:38]=2)[CH2:33][CH2:32][CH:31]1[NH:41][C:8]([NH:9][C:10]1[CH:19]=[CH:18][CH:17]=[C:16]2[C:11]=1[CH:12]=[CH:13][N:14]=[C:15]2[Cl:20])=[O:21])[C:24]1[CH:25]=[CH:26][CH:27]=[CH:28][CH:29]=1. The yield is 0.280.